Predict the reaction yield, written as a fraction of the theoretical maximum amount of product (1.0 means a 100% yield; for example, 0.34 means a 34% yield). From a dataset of Reaction yield outcomes from USPTO patents with 853,638 reactions. The reactants are [CH:1]([S:4][C:5]1[CH:13]=[CH:12][C:11]([S:14]([CH3:17])(=[O:16])=[O:15])=[CH:10][C:6]=1[C:7]([OH:9])=O)([CH3:3])[CH3:2].[F:18][C:19]([F:33])([F:32])[C:20]1[CH:31]=[CH:30][C:23]([O:24][CH:25]2[CH2:29][CH2:28][NH:27][CH2:26]2)=[CH:22][CH:21]=1. No catalyst specified. The product is [CH:1]([S:4][C:5]1[CH:13]=[CH:12][C:11]([S:14]([CH3:17])(=[O:16])=[O:15])=[CH:10][C:6]=1[C:7]([N:27]1[CH2:28][CH2:29][CH:25]([O:24][C:23]2[CH:22]=[CH:21][C:20]([C:19]([F:18])([F:33])[F:32])=[CH:31][CH:30]=2)[CH2:26]1)=[O:9])([CH3:2])[CH3:3]. The yield is 0.420.